From a dataset of Experimentally validated miRNA-target interactions with 360,000+ pairs, plus equal number of negative samples. Binary Classification. Given a miRNA mature sequence and a target amino acid sequence, predict their likelihood of interaction. The miRNA is hsa-miR-625-3p with sequence GACUAUAGAACUUUCCCCCUCA. The protein sequence of the target gene is MAFSDLTSRTVHLYDNWIKDADPRVEDWLLMSSPLPQTILLGFYVYFVTSLGPKLMENRKPFELKKAMITYNFFIVLFSVYMCYEFVMSGWGIGYSFRCDIVDYSRSPTALRMARTCWLYYFSKFIELLDTIFFVLRKKNSQVTFLHVFHHTIMPWTWWFGVKFAAGGLGTFHALLNTAVHVVMYSYYGLSALGPAYQKYLWWKKYLTSLQLVQFVIVAIHISQFFFMEDCKYQFPVFACIIMSYSFMFLLLFLHFWYRAYTKGQRLPKTVKNGTCKNKDN. Result: 0 (no interaction).